From a dataset of Catalyst prediction with 721,799 reactions and 888 catalyst types from USPTO. Predict which catalyst facilitates the given reaction. (1) Reactant: [CH3:1][C:2]1[NH:6][N:5]=[C:4]([NH2:7])[CH:3]=1.[H-].[Na+].Br[CH2:11][CH2:12][O:13][CH:14]1[CH2:19][CH2:18][CH2:17][CH2:16][O:15]1.[Cl-].[NH4+]. Product: [CH3:1][C:2]1[N:6]([CH2:11][CH2:12][O:13][CH:14]2[CH2:19][CH2:18][CH2:17][CH2:16][O:15]2)[N:5]=[C:4]([NH2:7])[CH:3]=1.[CH3:1][C:2]1[CH:3]=[C:4]([NH2:7])[N:5]([CH2:11][CH2:12][O:13][CH:14]2[CH2:19][CH2:18][CH2:17][CH2:16][O:15]2)[N:6]=1. The catalyst class is: 434. (2) Reactant: [CH3:1][N:2]([CH3:34])[C:3]1[C:12](/[CH:13]=[CH:14]/[C:15]2[N:20]=[C:19]([N:21]([CH3:28])[CH:22]3[CH2:27][CH2:26][O:25][CH2:24][CH2:23]3)[CH:18]=[C:17]([N:29]3[CH2:33][CH2:32][CH2:31][CH2:30]3)[N:16]=2)=[N:11][C:10]2[C:5](=[CH:6][CH:7]=[CH:8][CH:9]=2)[N:4]=1. Product: [CH3:34][N:2]([CH3:1])[C:3]1[C:12]([CH2:13][CH2:14][C:15]2[N:20]=[C:19]([N:21]([CH3:28])[CH:22]3[CH2:27][CH2:26][O:25][CH2:24][CH2:23]3)[CH:18]=[C:17]([N:29]3[CH2:30][CH2:31][CH2:32][CH2:33]3)[N:16]=2)=[N:11][C:10]2[C:5](=[CH:6][CH:7]=[CH:8][CH:9]=2)[N:4]=1.[CH3:34][N:2]([CH3:1])[C:3]1[C:12](/[CH:13]=[CH:14]/[C:15]2[N:20]=[C:19]([N:21]([CH3:28])[CH:22]3[CH2:27][CH2:26][O:25][CH2:24][CH2:23]3)[CH:18]=[C:17]([N:29]3[CH2:30][CH2:31][CH2:32][CH2:33]3)[N:16]=2)=[N:11][C:10]2[C:5](=[CH:6][CH:7]=[CH:8][CH:9]=2)[N:4]=1. The catalyst class is: 43.